This data is from Forward reaction prediction with 1.9M reactions from USPTO patents (1976-2016). The task is: Predict the product of the given reaction. (1) Given the reactants C[O:2][C:3](=[O:25])/[CH:4]=[CH:5]/[C@@H:6]([NH:11][C:12]([C@@H:14]1[CH2:17][CH2:16][N:15]1[C:18]([O:20][C:21]([CH3:24])([CH3:23])[CH3:22])=[O:19])=[O:13])[CH2:7][CH:8]([CH3:10])[CH3:9].CO.[Li+].[OH-], predict the reaction product. The product is: [CH3:24][C:21]([O:20][C:18]([N:15]1[CH2:16][CH2:17][C@H:14]1[C:12]([NH:11][C@@H:6]([CH2:7][CH:8]([CH3:10])[CH3:9])/[CH:5]=[CH:4]/[C:3]([OH:25])=[O:2])=[O:13])=[O:19])([CH3:22])[CH3:23]. (2) Given the reactants [O-]CC.[Na+].[CH2:5]([N:7]1[C:11]([CH:12]=O)=[CH:10][C:9]([N:14]([CH3:23])[S:15]([C:18]2[S:19][CH:20]=[CH:21][CH:22]=2)(=[O:17])=[O:16])=[CH:8]1)[CH3:6].[N:24]([CH2:27][C:28]([O:30][CH2:31][CH3:32])=[O:29])=[N+]=[N-].[Cl-].[NH4+], predict the reaction product. The product is: [CH2:5]([N:7]1[C:11]2[CH:12]=[C:27]([C:28]([O:30][CH2:31][CH3:32])=[O:29])[NH:24][C:10]=2[C:9]([N:14]([CH3:23])[S:15]([C:18]2[S:19][CH:20]=[CH:21][CH:22]=2)(=[O:17])=[O:16])=[CH:8]1)[CH3:6]. (3) Given the reactants [NH2:1][C:2]1[C:10]([F:11])=[CH:9][CH:8]=[CH:7][C:3]=1[C:4]([OH:6])=[O:5].[Br:12]Br.Br, predict the reaction product. The product is: [NH2:1][C:2]1[C:10]([F:11])=[CH:9][C:8]([Br:12])=[CH:7][C:3]=1[C:4]([OH:6])=[O:5]. (4) Given the reactants CON(C)[C:4]([C:6]1[C:15](=[O:16])[C:14]2[C:9](=[CH:10][CH:11]=[CH:12][CH:13]=2)[N:8]([CH2:17][C:18]2[CH:23]=[CH:22][CH:21]=[C:20]([Br:24])[N:19]=2)[CH:7]=1)=[O:5].[Cl:26][C:27]1[CH:32]=[CH:31][C:30]([Mg]Br)=[CH:29][C:28]=1[F:35], predict the reaction product. The product is: [Br:24][C:20]1[N:19]=[C:18]([CH2:17][N:8]2[C:9]3[C:14](=[CH:13][CH:12]=[CH:11][CH:10]=3)[C:15](=[O:16])[C:6]([C:4](=[O:5])[C:30]3[CH:31]=[CH:32][C:27]([Cl:26])=[C:28]([F:35])[CH:29]=3)=[CH:7]2)[CH:23]=[CH:22][CH:21]=1.